Predict the reactants needed to synthesize the given product. From a dataset of Full USPTO retrosynthesis dataset with 1.9M reactions from patents (1976-2016). Given the product [NH2:8][C:3]1[C:2]([Cl:1])=[C:6]([CH3:7])[N:5]([CH2:16][C:17]([N:19]2[CH2:20][CH2:21][N:22]([C:25]3[CH:30]=[CH:29][C:28]([Cl:31])=[CH:27][CH:26]=3)[CH2:23][CH2:24]2)=[O:18])[N:4]=1, predict the reactants needed to synthesize it. The reactants are: [Cl:1][C:2]1[C:3]([NH2:8])=[N:4][NH:5][C:6]=1[CH3:7].C([O-])([O-])=O.[K+].[K+].Cl[CH2:16][C:17]([N:19]1[CH2:24][CH2:23][N:22]([C:25]2[CH:30]=[CH:29][C:28]([Cl:31])=[CH:27][CH:26]=2)[CH2:21][CH2:20]1)=[O:18].CN(C=O)C.